This data is from Forward reaction prediction with 1.9M reactions from USPTO patents (1976-2016). The task is: Predict the product of the given reaction. Given the reactants [CH3:1][C:2]1[CH:7]=[C:6]([CH3:8])[NH:5][C:4](=[O:9])[C:3]=1[C:10]#[N:11].[CH3:12][C:13]([O:16][C:17](O[C:17]([O:16][C:13]([CH3:15])([CH3:14])[CH3:12])=[O:18])=[O:18])([CH3:15])[CH3:14].CCN(CC)CC, predict the reaction product. The product is: [CH3:1][C:2]1[CH:7]=[C:6]([CH3:8])[NH:5][C:4](=[O:9])[C:3]=1[CH2:10][NH:11][C:17](=[O:18])[O:16][C:13]([CH3:15])([CH3:14])[CH3:12].